Dataset: Retrosynthesis with 50K atom-mapped reactions and 10 reaction types from USPTO. Task: Predict the reactants needed to synthesize the given product. (1) Given the product O=C(O)CCSc1nc2ccc(F)cc2c(=O)[nH]1, predict the reactants needed to synthesize it. The reactants are: O=C(O)CCBr.O=c1[nH]c(S)nc2ccc(F)cc12. (2) Given the product COc1ccc2c(c1)sc1ncc(CO)n12, predict the reactants needed to synthesize it. The reactants are: CCOC(=O)c1cnc2sc3cc(OC)ccc3n12. (3) Given the product CN1C(=O)CC[C@@]2(C)C1=CC[C@H]1[C@@H]3CC=C(c4ccccn4)[C@@]3(C)CC[C@@H]12, predict the reactants needed to synthesize it. The reactants are: CCCC[Sn](CCCC)(CCCC)c1ccccn1.CN1C(=O)CC[C@@]2(C)C1=CC[C@H]1[C@@H]3CC=C(OS(=O)(=O)C(F)(F)F)[C@@]3(C)CC[C@@H]12.